From a dataset of Full USPTO retrosynthesis dataset with 1.9M reactions from patents (1976-2016). Predict the reactants needed to synthesize the given product. (1) Given the product [Cl:1][C:2]1[C:3]([F:34])=[C:4]([CH:31]=[CH:32][CH:33]=1)[CH2:5][NH:6][C:7]([C@@H:9]1[CH2:13][C@@H:12]([F:14])[CH2:11][N:10]1[C:15](=[O:30])[CH2:16][N:17]1[C:25]2[C:20](=[CH:21][CH:22]=[C:23]([O:26][CH2:42][C:43]3[NH:47][N:46]=[N:45][N:44]=3)[CH:24]=2)[C:19]([C:27](=[O:29])[CH3:28])=[CH:18]1)=[O:8], predict the reactants needed to synthesize it. The reactants are: [Cl:1][C:2]1[C:3]([F:34])=[C:4]([CH:31]=[CH:32][CH:33]=1)[CH2:5][NH:6][C:7]([C@@H:9]1[CH2:13][C@@H:12]([F:14])[CH2:11][N:10]1[C:15](=[O:30])[CH2:16][N:17]1[C:25]2[C:20](=[CH:21][CH:22]=[C:23]([OH:26])[CH:24]=2)[C:19]([C:27](=[O:29])[CH3:28])=[CH:18]1)=[O:8].C(=O)([O-])[O-].[Cs+].[Cs+].Cl[CH2:42][C:43]1[NH:47][N:46]=[N:45][N:44]=1. (2) Given the product [Br:8][C:6]1[CH:7]=[C:2]([N:9]2[CH2:14][CH2:13][O:12][CH2:11][CH2:10]2)[CH:3]=[N:4][CH:5]=1, predict the reactants needed to synthesize it. The reactants are: Br[C:2]1[CH:3]=[N:4][CH:5]=[C:6]([Br:8])[CH:7]=1.[NH:9]1[CH2:14][CH2:13][O:12][CH2:11][CH2:10]1.C(Cl)(Cl)Cl.O.